Dataset: TCR-epitope binding with 47,182 pairs between 192 epitopes and 23,139 TCRs. Task: Binary Classification. Given a T-cell receptor sequence (or CDR3 region) and an epitope sequence, predict whether binding occurs between them. (1) The epitope is FPPTSFGPL. The TCR CDR3 sequence is CASSFALAASSYEQYF. Result: 1 (the TCR binds to the epitope). (2) The epitope is MPASWVMRI. The TCR CDR3 sequence is CASSRGQGLTKPQHF. Result: 1 (the TCR binds to the epitope). (3) Result: 1 (the TCR binds to the epitope). The epitope is YYRRATRRIR. The TCR CDR3 sequence is CASSEDRGDEKLFF.